Dataset: Blood-brain barrier permeability classification from the B3DB database. Task: Regression/Classification. Given a drug SMILES string, predict its absorption, distribution, metabolism, or excretion properties. Task type varies by dataset: regression for continuous measurements (e.g., permeability, clearance, half-life) or binary classification for categorical outcomes (e.g., BBB penetration, CYP inhibition). Dataset: b3db_classification. (1) The molecule is COc1ccc2[nH]ccc2c1. The result is 1 (penetrates BBB). (2) The drug is Oc1ccccc1. The result is 0 (does not penetrate BBB). (3) The drug is CC[C@@H](N)Cc1c[nH]c2ccccc12. The result is 1 (penetrates BBB).